From a dataset of Peptide-MHC class I binding affinity with 185,985 pairs from IEDB/IMGT. Regression. Given a peptide amino acid sequence and an MHC pseudo amino acid sequence, predict their binding affinity value. This is MHC class I binding data. The peptide sequence is MLFTKFFYL. The MHC is HLA-A02:06 with pseudo-sequence HLA-A02:06. The binding affinity (normalized) is 0.967.